Dataset: Full USPTO retrosynthesis dataset with 1.9M reactions from patents (1976-2016). Task: Predict the reactants needed to synthesize the given product. (1) Given the product [CH3:17][C:16]1([CH3:18])[CH:15]([C:19]([OH:21])=[O:20])[C:14]2[C:9](=[CH:10][CH:11]=[CH:12][CH:13]=2)[C:8](=[O:22])[NH:7]1, predict the reactants needed to synthesize it. The reactants are: COC1C=C(C=CC=1OC)C[N:7]1[C:16]([CH3:18])([CH3:17])[CH:15]([C:19]([OH:21])=[O:20])[C:14]2[C:9](=[CH:10][CH:11]=[CH:12][CH:13]=2)[C:8]1=[O:22].C1(N2C(C)(C)C(C(O)=O)C3C(=CC=CC=3)C2=O)CC1.C1(SC)C=CC=CC=1. (2) The reactants are: [Cl:1][C:2]1[C:9]([F:10])=[CH:8][CH:7]=[C:6]([O:11]C)[C:3]=1[CH:4]=[O:5].B(Br)(Br)Br. Given the product [Cl:1][C:2]1[C:9]([F:10])=[CH:8][CH:7]=[C:6]([OH:11])[C:3]=1[CH:4]=[O:5], predict the reactants needed to synthesize it. (3) Given the product [CH3:22][C:17]1[CH:18]=[CH:19][CH:20]=[CH:21][C:16]=1[C:15]1[C:14](=[O:13])[NH:1][C:2]2[N:3]=[C:4]([S:10][CH3:11])[N:5]=[CH:6][C:7]=2[CH:8]=1, predict the reactants needed to synthesize it. The reactants are: [NH2:1][C:2]1[C:7]([CH:8]=O)=[CH:6][N:5]=[C:4]([S:10][CH3:11])[N:3]=1.C[O:13][C:14](=O)[CH2:15][C:16]1[CH:21]=[CH:20][CH:19]=[CH:18][C:17]=1[CH3:22].C(=O)([O-])[O-].[K+].[K+].O.